Dataset: Forward reaction prediction with 1.9M reactions from USPTO patents (1976-2016). Task: Predict the product of the given reaction. (1) Given the reactants [Cl:1][C:2]1[CH:7]=[C:6]([Cl:8])[CH:5]=[CH:4][C:3]=1[N:9]1[C:14]2=[N:15][C:16]3[C:17](=[C:18]([C:22]([N:24]([CH3:26])[CH3:25])=O)[CH:19]=[CH:20][CH:21]=3)[N:13]2[CH2:12][CH2:11][CH2:10]1.[B].O1CCCC1.[Cl-].[NH4+], predict the reaction product. The product is: [Cl:1][C:2]1[CH:7]=[C:6]([Cl:8])[CH:5]=[CH:4][C:3]=1[N:9]1[C:14]2=[N:15][C:16]3[CH:21]=[CH:20][CH:19]=[C:18]([CH2:22][N:24]([CH3:26])[CH3:25])[C:17]=3[N:13]2[CH2:12][CH2:11][CH2:10]1. (2) Given the reactants [Br:1][C:2]1[CH:8]=[C:7]([C:9]([F:18])([C:14]([F:17])([F:16])[F:15])[C:10]([F:13])([F:12])[F:11])[CH:6]=[C:5]([Cl:19])[C:3]=1[NH2:4].C(N(CC)CC)C.[F:27][C:28]1[C:36]([N+:37]([O-:39])=[O:38])=[CH:35][CH:34]=[CH:33][C:29]=1[C:30](Cl)=[O:31].[OH-].[Na+], predict the reaction product. The product is: [Br:1][C:2]1[CH:8]=[C:7]([C:9]([F:18])([C:10]([F:13])([F:12])[F:11])[C:14]([F:15])([F:16])[F:17])[CH:6]=[C:5]([Cl:19])[C:3]=1[NH:4][C:30](=[O:31])[C:29]1[CH:33]=[CH:34][CH:35]=[C:36]([N+:37]([O-:39])=[O:38])[C:28]=1[F:27]. (3) Given the reactants [NH:1]1[C:5]2=[CH:6][N:7]=[CH:8][CH:9]=[C:4]2[CH:3]=[CH:2]1.O=[C:11]1[CH2:16][CH2:15][N:14]([C:17]([O:19][C:20]([CH3:23])([CH3:22])[CH3:21])=[O:18])[CH2:13][CH2:12]1.[OH-].[K+], predict the reaction product. The product is: [NH:1]1[C:5]2=[CH:6][N:7]=[CH:8][CH:9]=[C:4]2[C:3]([C:11]2[CH2:16][CH2:15][N:14]([C:17]([O:19][C:20]([CH3:23])([CH3:22])[CH3:21])=[O:18])[CH2:13][CH:12]=2)=[CH:2]1. (4) Given the reactants C[O:2][C:3](=O)[C:4]([N:7]1[CH:11]=[C:10]([NH:12][C:13](=[O:26])[CH:14]([NH:18][C:19]([O:21][C:22]([CH3:25])([CH3:24])[CH3:23])=[O:20])[CH2:15][CH2:16][CH3:17])[N:9]=[CH:8]1)([CH3:6])[CH3:5].[H-].[Al+3].[Li+].[H-].[H-].[H-], predict the reaction product. The product is: [C:22]([O:21][C:19](=[O:20])[NH:18][CH:14]([C:13](=[O:26])[NH:12][C:10]1[N:9]=[CH:8][N:7]([C:4]([CH3:6])([CH3:5])[CH2:3][OH:2])[CH:11]=1)[CH2:15][CH2:16][CH3:17])([CH3:23])([CH3:24])[CH3:25]. (5) Given the reactants Br[C:2]1[CH:7]=[CH:6][C:5]([Br:8])=[CH:4][N:3]=1.[CH3:9][O:10][CH2:11][C:12]#[CH:13], predict the reaction product. The product is: [Br:8][C:5]1[CH:6]=[CH:7][C:2]([C:13]#[C:12][CH2:11][O:10][CH3:9])=[N:3][CH:4]=1.